Predict the reactants needed to synthesize the given product. From a dataset of Full USPTO retrosynthesis dataset with 1.9M reactions from patents (1976-2016). (1) The reactants are: [NH:1]1[CH2:7][CH2:6][CH2:5][CH:4]([C:8]2[N:16]3[C:11]([C:12]([NH2:17])=[N:13][CH:14]=[N:15]3)=[C:10]([C:18]3[CH:19]=[CH:20][C:21]4[C:25]([CH:26]=3)=[N:24][N:23]([CH2:27][C:28]3[CH:33]=[CH:32][CH:31]=[CH:30][CH:29]=3)[CH:22]=4)[CH:9]=2)[CH2:3][CH2:2]1.CC(O)=O.C(O[C:41]1(O[Si](C)(C)C)[CH2:43][CH2:42]1)C.C([BH3-])#N.[Na+].[OH-].[Na+]. Given the product [CH2:27]([N:23]1[CH:22]=[C:21]2[C:25]([CH:26]=[C:18]([C:10]3[CH:9]=[C:8]([CH:4]4[CH2:5][CH2:6][CH2:7][N:1]([CH:41]5[CH2:43][CH2:42]5)[CH2:2][CH2:3]4)[N:16]4[C:11]=3[C:12]([NH2:17])=[N:13][CH:14]=[N:15]4)[CH:19]=[CH:20]2)=[N:24]1)[C:28]1[CH:33]=[CH:32][CH:31]=[CH:30][CH:29]=1, predict the reactants needed to synthesize it. (2) Given the product [SiH4:36].[C:24]([O:27][CH2:28][CH2:29][CH:30]([CH3:32])[CH3:31])(=[O:26])[CH3:25].[CH2:38]([O:37][Si:36]([O:40][CH2:41][CH3:42])([O:35][CH2:33][CH3:34])[O:43][CH2:44][CH3:45])[CH3:39].[CH3:46][Si:47]([O:48][CH2:49][CH3:50])([O:54][CH2:55][CH3:56])[O:51][CH2:52][CH3:53], predict the reactants needed to synthesize it. The reactants are: C(OS(C1C=CC=CC=1)(=O)=O)CCCCCCCCCCC.[Na].[C:24]([O:27][CH2:28][CH2:29][CH:30]([CH3:32])[CH3:31])(=[O:26])[CH3:25].[CH2:33]([O:35][Si:36]([O:43][CH2:44][CH3:45])([O:40][CH2:41][CH3:42])[O:37][CH2:38][CH3:39])[CH3:34].[CH3:46][Si:47]([O:54][CH2:55][CH3:56])([O:51][CH2:52][CH3:53])[O:48][CH2:49][CH3:50].